The task is: Predict the reaction yield, written as a fraction of the theoretical maximum amount of product (1.0 means a 100% yield; for example, 0.34 means a 34% yield).. This data is from Reaction yield outcomes from USPTO patents with 853,638 reactions. The reactants are [CH2:1]([C@:4]1([C:28]2[CH:33]=[CH:32][C:31]([F:34])=[CH:30][CH:29]=2)[CH2:9][CH2:8][N:7]([C@H:10]([C:12]2[CH:17]=[CH:16][C:15](B3OC(C)(C)C(C)(C)O3)=[CH:14][CH:13]=2)[CH3:11])[C:6](=O)[CH2:5]1)[CH:2]=[CH2:3].Br[C:36]1[CH:37]=[CH:38][C:39](=[O:43])[N:40]([CH3:42])[CH:41]=1.C([O-])([O-])=[O:45].[Cs+].[Cs+]. The yield is 0.390. The product is [CH2:1]([C@:4]1([C:28]2[CH:29]=[CH:30][C:31]([F:34])=[CH:32][CH:33]=2)[CH2:9][CH2:8][N:7]([C@H:10]([C:12]2[CH:13]=[CH:14][C:15]([C:36]3[CH:37]=[CH:38][C:39](=[O:43])[N:40]([CH3:42])[CH:41]=3)=[CH:16][CH:17]=2)[CH3:11])[C:6](=[O:45])[CH2:5]1)[CH:2]=[CH2:3]. The catalyst is O1CCOCC1.CCOC(C)=O.